Dataset: Catalyst prediction with 721,799 reactions and 888 catalyst types from USPTO. Task: Predict which catalyst facilitates the given reaction. (1) Reactant: [N+:1]([C:4]1[C:5](O)=[N:6][CH:7]=[C:8]([C:10]([F:13])([F:12])[F:11])[CH:9]=1)([O-:3])=[O:2].O(Br)[Br:16].[P+5]. Product: [Br:16][C:5]1[C:4]([N+:1]([O-:3])=[O:2])=[CH:9][C:8]([C:10]([F:13])([F:12])[F:11])=[CH:7][N:6]=1. The catalyst class is: 10. (2) Reactant: [NH2:1][CH2:2][C@@H:3]1[C@H:8]([CH3:9])[CH2:7][CH2:6][CH2:5][N:4]1[C:10]([C:12]1[CH:17]=[C:16]([CH3:18])[CH:15]=[CH:14][C:13]=1[C:19]1[CH:20]=[N:21][N:22]([CH3:24])[CH:23]=1)=[O:11].Cl[C:26]1[CH:33]=[CH:32][C:29]([C:30]#[N:31])=[CH:28][N:27]=1.C([O-])([O-])=O.[K+].[K+]. Product: [CH3:9][C@@H:8]1[CH2:7][CH2:6][CH2:5][N:4]([C:10](=[O:11])[C:12]2[CH:17]=[C:16]([CH3:18])[CH:15]=[CH:14][C:13]=2[C:19]2[CH:20]=[N:21][N:22]([CH3:24])[CH:23]=2)[C@@H:3]1[CH2:2][NH:1][C:26]1[CH:33]=[CH:32][C:29]([C:30]#[N:31])=[CH:28][N:27]=1. The catalyst class is: 3. (3) Reactant: C([Mg]Cl)(C)C.I[C:7]1[CH:33]=[CH:32][C:10](/[CH:11]=[CH:12]\[C:13]2[CH:31]=[CH:30][C:16]3[N:17]([C:20]4[CH:25]=[CH:24][C:23]([O:26][CH:27]([CH3:29])[CH3:28])=[CH:22][CH:21]=4)[CH:18]=[N:19][C:15]=3[CH:14]=2)=[CH:9][CH:8]=1.[F:34][C:35]([F:40])([F:39])[C:36]([CH3:38])=[O:37]. Product: [F:34][C:35]([F:40])([F:39])[C:36]([C:7]1[CH:8]=[CH:9][C:10](/[CH:11]=[CH:12]\[C:13]2[CH:31]=[CH:30][C:16]3[N:17]([C:20]4[CH:21]=[CH:22][C:23]([O:26][CH:27]([CH3:28])[CH3:29])=[CH:24][CH:25]=4)[CH:18]=[N:19][C:15]=3[CH:14]=2)=[CH:32][CH:33]=1)([OH:37])[CH3:38]. The catalyst class is: 1. (4) Reactant: [CH2:1]([O:3][C:4](=[O:19])[C:5]1[CH:10]=[CH:9][CH:8]=[C:7]([O:11][C:12]2[CH:17]=[CH:16][CH:15]=[CH:14][CH:13]=2)[C:6]=1[CH3:18])[CH3:2].[Br:20]N1C(=O)CCC1=O. Product: [CH2:1]([O:3][C:4](=[O:19])[C:5]1[CH:10]=[CH:9][CH:8]=[C:7]([O:11][C:12]2[CH:17]=[CH:16][CH:15]=[CH:14][CH:13]=2)[C:6]=1[CH2:18][Br:20])[CH3:2]. The catalyst class is: 340. (5) Reactant: [C:1]([N:8]1[CH2:13][CH2:12][C:11]([C:16]2[CH:21]=[CH:20][C:19]([F:22])=[CH:18][CH:17]=2)([C:14]#[N:15])[CH2:10][CH2:9]1)([O:3][C:4]([CH3:7])([CH3:6])[CH3:5])=[O:2].[OH-].[NH4+]. Product: [C:1]([N:8]1[CH2:9][CH2:10][C:11]([CH2:14][NH2:15])([C:16]2[CH:17]=[CH:18][C:19]([F:22])=[CH:20][CH:21]=2)[CH2:12][CH2:13]1)([O:3][C:4]([CH3:7])([CH3:6])[CH3:5])=[O:2]. The catalyst class is: 592. (6) Reactant: Cl[C:2]1[C:11]2[C:6](=[CH:7][CH:8]=[CH:9][CH:10]=2)[N:5]=[C:4]([CH3:12])[N:3]=1.[CH3:13][S:14][C:15]1[CH:21]=[CH:20][C:18]([NH2:19])=[CH:17][CH:16]=1.C([O-])(=O)C.[Na+]. Product: [CH3:13][S:14][C:15]1[CH:21]=[CH:20][C:18]([NH:19][C:2]2[C:11]3[C:6](=[CH:7][CH:8]=[CH:9][CH:10]=3)[N:5]=[C:4]([CH3:12])[N:3]=2)=[CH:17][CH:16]=1. The catalyst class is: 13.